This data is from Forward reaction prediction with 1.9M reactions from USPTO patents (1976-2016). The task is: Predict the product of the given reaction. (1) The product is: [NH2:35][C:24]1[C:23]([O:22][CH2:21][CH:18]2[CH2:19][CH2:20][N:15]([C:4]3[N:5]=[C:6]([O:8][CH2:9][C@H:10]4[CH2:14][CH2:13][CH2:12][O:11]4)[N:7]=[C:2]([C:96]([NH:36][C@H:37]([CH3:40])[CH2:38][OH:39])=[O:97])[CH:3]=3)[CH2:16][CH2:17]2)=[CH:28][C:27]([C:29]2[N:30]=[CH:31][N:32]([CH3:34])[CH:33]=2)=[CH:26][N:25]=1. Given the reactants Cl[C:2]1[N:7]=[C:6]([O:8][CH2:9][C@H:10]2[CH2:14][CH2:13][CH2:12][O:11]2)[N:5]=[C:4]([N:15]2[CH2:20][CH2:19][CH:18]([CH2:21][O:22][C:23]3[C:24]([NH2:35])=[N:25][CH:26]=[C:27]([C:29]4[N:30]=[CH:31][N:32]([CH3:34])[CH:33]=4)[CH:28]=3)[CH2:17][CH2:16]2)[CH:3]=1.[NH2:36][C@H:37]([CH3:40])[CH2:38][OH:39].CCN(C(C)C)C(C)C.C1C=CC(P(C2C(C3C(P(C4C=CC=CC=4)C4C=CC=CC=4)=CC=C4C=3C=CC=C4)=C3C(C=CC=C3)=CC=2)C2C=CC=CC=2)=CC=1.[CH3:96][OH:97], predict the reaction product. (2) Given the reactants [NH2:1][C:2]1[S:3][CH:4]=[CH:5][N:6]=1.[N:7]1[CH:12]=[CH:11][C:10]([CH:13]=O)=[CH:9][CH:8]=1.O, predict the reaction product. The product is: [N:7]1[CH:12]=[CH:11][C:10]([CH2:13][NH:1][C:2]2[S:3][CH:4]=[CH:5][N:6]=2)=[CH:9][CH:8]=1. (3) Given the reactants [Br:1][C:2]1[CH:7]=[CH:6][C:5]([C@H:8]([NH:10]S(C(C)(C)C)=O)[CH3:9])=[C:4]([F:17])[CH:3]=1.[ClH:18].O1CCOCC1, predict the reaction product. The product is: [Cl-:18].[Br:1][C:2]1[CH:7]=[CH:6][C:5]([C@H:8]([NH3+:10])[CH3:9])=[C:4]([F:17])[CH:3]=1. (4) Given the reactants COC(C1C=C(O)C2C(=C(OC)C=C(Br)C=2)N=1)=O.C[O:20][C:21]([C:23]1[CH:32]=[C:31]([OH:33])[C:30]2[C:25](=[C:26]([O:37]C)[CH:27]=[C:28]([CH2:34][CH2:35][CH3:36])[CH:29]=2)[N:24]=1)=[O:22], predict the reaction product. The product is: [OH:33][C:31]1[C:30]2[C:25](=[C:26]([OH:37])[CH:27]=[C:28]([CH2:34][CH2:35][CH3:36])[CH:29]=2)[N:24]=[C:23]([C:21]([OH:22])=[O:20])[CH:32]=1. (5) Given the reactants [CH2:1]([N:3]1[C:15]2[CH:14]=[CH:13][C:12]([C:16]3[NH:20][C:19]4[CH:21]=[CH:22][C:23]([C:25]([O:27]C)=[O:26])=[CH:24][C:18]=4[N:17]=3)=[CH:11][C:10]=2[C:9]2[C:4]1=[CH:5][CH:6]=[CH:7][CH:8]=2)[CH3:2].Cl[CH2:30][CH:31]1[CH2:35][CH2:34][CH2:33][O:32]1, predict the reaction product. The product is: [CH2:1]([N:3]1[C:15]2[CH:14]=[CH:13][C:12]([C:16]3[N:20]([CH2:30][CH:31]4[CH2:35][CH2:34][CH2:33][O:32]4)[C:19]4[CH:21]=[CH:22][C:23]([C:25]([OH:27])=[O:26])=[CH:24][C:18]=4[N:17]=3)=[CH:11][C:10]=2[C:9]2[C:4]1=[CH:5][CH:6]=[CH:7][CH:8]=2)[CH3:2]. (6) Given the reactants [NH:1]1[C:9]2[C:4](=[CH:5][CH:6]=[CH:7][CH:8]=2)[CH:3]=[CH:2]1.[H-].[Na+].Br[CH2:13][C:14]1[CH:19]=[CH:18][C:17]([C:20]2[CH:24]=[C:23]([C:25]([NH2:27])=[O:26])[O:22][N:21]=2)=[CH:16][CH:15]=1.O, predict the reaction product. The product is: [N:1]1([CH2:13][C:14]2[CH:15]=[CH:16][C:17]([C:20]3[CH:24]=[C:23]([C:25]([NH2:27])=[O:26])[O:22][N:21]=3)=[CH:18][CH:19]=2)[C:9]2[C:4](=[CH:5][CH:6]=[CH:7][CH:8]=2)[CH:3]=[CH:2]1. (7) Given the reactants [Cl:1][C:2]1[CH:33]=[CH:32][C:5]([O:6][C:7]2[CH:12]=[CH:11][C:10]([N:13]3[CH:17]([C:18]4[CH:23]=[CH:22][CH:21]=[C:20]([C:24]([F:27])([F:26])[F:25])[CH:19]=4)[CH2:16][N:15]([CH2:28][CH2:29][OH:30])[C:14]3=[O:31])=[CH:9][CH:8]=2)=[CH:4][CH:3]=1.[CH3:34][S:35](Cl)(=[O:37])=[O:36], predict the reaction product. The product is: [CH3:34][S:35]([O:30][CH2:29][CH2:28][N:15]1[CH2:16][CH:17]([C:18]2[CH:23]=[CH:22][CH:21]=[C:20]([C:24]([F:27])([F:26])[F:25])[CH:19]=2)[N:13]([C:10]2[CH:9]=[CH:8][C:7]([O:6][C:5]3[CH:4]=[CH:3][C:2]([Cl:1])=[CH:33][CH:32]=3)=[CH:12][CH:11]=2)[C:14]1=[O:31])(=[O:37])=[O:36].